Task: Predict the product of the given reaction.. Dataset: Forward reaction prediction with 1.9M reactions from USPTO patents (1976-2016) (1) Given the reactants Cl.Cl.[CH3:3][O:4][C:5]1[CH:10]=[CH:9][C:8]([NH:11][C:12]2[C:13]([NH2:18])=[CH:14][CH:15]=[CH:16][CH:17]=2)=[CH:7][CH:6]=1.[CH3:19][C:20]1[O:21][C:22]([CH3:28])=[CH:23][C:24]=1[C:25](O)=[O:26].CCN(CC)CC.[N-]=C=O, predict the reaction product. The product is: [CH3:3][O:4][C:5]1[CH:6]=[CH:7][C:8]([NH:11][C:12]2[CH:17]=[CH:16][CH:15]=[CH:14][C:13]=2[NH:18][C:25]([C:24]2[CH:23]=[C:22]([CH3:28])[O:21][C:20]=2[CH3:19])=[O:26])=[CH:9][CH:10]=1. (2) Given the reactants [Br:1][C:2]1[CH:10]=[CH:9][C:5]([C:6]([OH:8])=[O:7])=[C:4]([I:11])[C:3]=1[O:12][CH3:13].OS(O)(=O)=O.[CH3:19][CH2:20]O, predict the reaction product. The product is: [CH2:19]([O:7][C:6](=[O:8])[C:5]1[CH:9]=[CH:10][C:2]([Br:1])=[C:3]([O:12][CH3:13])[C:4]=1[I:11])[CH3:20]. (3) Given the reactants [Cl:1][CH2:2][CH2:3][CH2:4][CH2:5][N:6]1[CH:11]=[CH:10][CH:9]=[C:8]([O:12][CH3:13])[C:7]1=[O:14].[CH3:15][C:16]1[CH:25]=[CH:24][C:23]2[C:18](=[CH:19][CH:20]=[CH:21][C:22]=2[N:26]2[CH2:31][CH2:30][NH:29][CH2:28][CH2:27]2)[N:17]=1.C(N(CC)CC)C.[I-].[Na+], predict the reaction product. The product is: [ClH:1].[CH3:13][O:12][C:8]1[C:7](=[O:14])[N:6]([CH2:5][CH2:4][CH2:3][CH2:2][N:29]2[CH2:30][CH2:31][N:26]([C:22]3[CH:21]=[CH:20][CH:19]=[C:18]4[C:23]=3[CH:24]=[CH:25][C:16]([CH3:15])=[N:17]4)[CH2:27][CH2:28]2)[CH:11]=[CH:10][CH:9]=1. (4) Given the reactants [Cl:1][C:2]1[CH:7]=[CH:6][C:5]([NH:8][C:9]([NH:11][CH2:12][CH:13]2[O:18][CH2:17][CH2:16][NH:15][CH2:14]2)=[O:10])=[CH:4][CH:3]=1.Br[CH2:20][CH2:21][O:22][C:23]1[CH:28]=[CH:27][C:26]([F:29])=[CH:25][CH:24]=1, predict the reaction product. The product is: [Cl:1][C:2]1[CH:7]=[CH:6][C:5]([NH:8][C:9]([NH:11][CH2:12][CH:13]2[O:18][CH2:17][CH2:16][N:15]([CH2:20][CH2:21][O:22][C:23]3[CH:28]=[CH:27][C:26]([F:29])=[CH:25][CH:24]=3)[CH2:14]2)=[O:10])=[CH:4][CH:3]=1. (5) Given the reactants [C@H:1]12[CH2:7][CH:4]([NH:5][CH2:6]1)[CH2:3][N:2]2[C:8]1[N:9]([CH3:21])[C:10](=[O:20])[CH:11]=[C:12]([C:14]2[CH:19]=[CH:18][N:17]=[CH:16][N:15]=2)[N:13]=1.[H-].[Na+].[C:24](Cl)(=[O:31])[C:25]1[CH:30]=[CH:29][CH:28]=[CH:27][CH:26]=1.O, predict the reaction product. The product is: [C:24]([N:5]1[CH2:6][C@@H:1]2[CH2:7][CH:4]1[CH2:3][N:2]2[C:8]1[N:9]([CH3:21])[C:10](=[O:20])[CH:11]=[C:12]([C:14]2[CH:19]=[CH:18][N:17]=[CH:16][N:15]=2)[N:13]=1)(=[O:31])[C:25]1[CH:30]=[CH:29][CH:28]=[CH:27][CH:26]=1.